From a dataset of Full USPTO retrosynthesis dataset with 1.9M reactions from patents (1976-2016). Predict the reactants needed to synthesize the given product. (1) Given the product [CH3:1][O:2][C:3](=[O:15])[CH:4]([O:11][CH2:12][CH:13]=[O:16])[C:5]1[CH:10]=[CH:9][CH:8]=[CH:7][CH:6]=1, predict the reactants needed to synthesize it. The reactants are: [CH3:1][O:2][C:3](=[O:15])[CH:4]([O:11][CH2:12][CH:13]=C)[C:5]1[CH:10]=[CH:9][CH:8]=[CH:7][CH:6]=1.[O:16]=[O+][O-].CSC. (2) Given the product [F:18][C:19]1[CH:20]=[C:21]([CH2:2][C:3]2[S:4][CH:5]=[C:6]([C:8]3[CH:13]=[CH:12][CH:11]=[C:10]([C:14]([F:17])([F:16])[F:15])[CH:9]=3)[N:7]=2)[CH:22]=[CH:23][C:24]=1[C:25]([O:27][CH3:28])=[O:26], predict the reactants needed to synthesize it. The reactants are: I[CH2:2][C:3]1[S:4][CH:5]=[C:6]([C:8]2[CH:13]=[CH:12][CH:11]=[C:10]([C:14]([F:17])([F:16])[F:15])[CH:9]=2)[N:7]=1.[F:18][C:19]1[CH:20]=[C:21](B(O)O)[CH:22]=[CH:23][C:24]=1[C:25]([O:27][CH3:28])=[O:26].C(=O)([O-])[O-].[Cs+].[Cs+]. (3) Given the product [Cl:21][C:22]1[CH:29]=[C:28]([Cl:30])[CH:27]=[CH:26][C:23]=1[CH2:24][NH:25][C:17]([C:6]1[C:5](=[O:20])[C:4]2[C:9]3=[C:10]([O:13][CH2:14][C@H:15]([CH3:16])[N:8]3[CH:7]=1)[C:11]([F:12])=[C:2]([F:1])[CH:3]=2)=[O:18], predict the reactants needed to synthesize it. The reactants are: [F:1][C:2]1[CH:3]=[C:4]2[C:9]3=[C:10]([O:13][CH2:14][C@H:15]([CH3:16])[N:8]3[CH:7]=[C:6]([C:17](O)=[O:18])[C:5]2=[O:20])[C:11]=1[F:12].[Cl:21][C:22]1[CH:29]=[C:28]([Cl:30])[CH:27]=[CH:26][C:23]=1[CH2:24][NH2:25]. (4) Given the product [CH3:12][O:13][C:14]1[CH:19]=[CH:18][C:17]([CH2:20][N:4]2[CH:5]=[N:1][N:2]=[C:3]2[C:6]2[CH:11]=[CH:10][N:9]=[CH:8][CH:7]=2)=[CH:16][CH:15]=1, predict the reactants needed to synthesize it. The reactants are: [N:1]1[N:2]=[C:3]([C:6]2[CH:11]=[CH:10][N:9]=[CH:8][CH:7]=2)[NH:4][CH:5]=1.[CH3:12][O:13][C:14]1[CH:19]=[CH:18][C:17]([CH2:20]Cl)=[CH:16][CH:15]=1.C([O-])([O-])=O.[K+].[K+]. (5) Given the product [C:24]([C:11]1[C:12](=[O:23])[N:13]([CH2:14][C:15]2[CH:20]=[CH:19][C:18]([CH3:21])=[CH:17][C:16]=2[CH3:22])[C:8]([C:5]2[CH:6]=[CH:7][C:2]([O:41][C:37]3[CH:38]=[C:39]4[C:34](=[CH:35][CH:36]=3)[NH:33][C:32]([C:30]([O:29][CH2:27][CH3:28])=[O:31])=[CH:40]4)=[CH:3][CH:4]=2)=[CH:9][C:10]=1[CH3:26])#[N:25], predict the reactants needed to synthesize it. The reactants are: Br[C:2]1[CH:7]=[CH:6][C:5]([C:8]2[N:13]([CH2:14][C:15]3[CH:20]=[CH:19][C:18]([CH3:21])=[CH:17][C:16]=3[CH3:22])[C:12](=[O:23])[C:11]([C:24]#[N:25])=[C:10]([CH3:26])[CH:9]=2)=[CH:4][CH:3]=1.[CH2:27]([O:29][C:30]([C:32]1[NH:33][C:34]2[C:39]([CH:40]=1)=[CH:38][C:37]([OH:41])=[CH:36][CH:35]=2)=[O:31])[CH3:28].[O-]P([O-])([O-])=O.[K+].[K+].[K+].C(P(C(C)(C)C)C1C=CC2C(=CC=CC=2)C=1C1C2C(=CC=CC=2)C=CC=1)(C)(C)C.